Dataset: Full USPTO retrosynthesis dataset with 1.9M reactions from patents (1976-2016). Task: Predict the reactants needed to synthesize the given product. (1) Given the product [CH:13]([O:16][C:2]1[CH:9]=[CH:8][C:5]([C:6]#[N:7])=[CH:4][C:3]=1[N+:10]([O-:12])=[O:11])([CH3:15])[CH3:14], predict the reactants needed to synthesize it. The reactants are: F[C:2]1[CH:9]=[CH:8][C:5]([C:6]#[N:7])=[CH:4][C:3]=1[N+:10]([O-:12])=[O:11].[CH:13]([O:16]C1C=CC(S(C)(=O)=O)=CC=1N=C=S)([CH3:15])[CH3:14]. (2) Given the product [C:3]([CH:5]1[CH2:8][N:7]([C:9](=[O:33])[C@H:10]([NH:12][C:13]([C:15]2[C:23]3[C:18](=[N:19][CH:20]=[C:21]([I:1])[N:22]=3)[N:17]([CH2:25][O:26][CH2:27][CH2:28][Si:29]([CH3:32])([CH3:31])[CH3:30])[CH:16]=2)=[O:14])[CH3:11])[CH2:6]1)#[N:4], predict the reactants needed to synthesize it. The reactants are: [I-:1].[Na+].[C:3]([CH:5]1[CH2:8][N:7]([C:9](=[O:33])[C@H:10]([NH:12][C:13]([C:15]2[C:23]3[C:18](=[N:19][CH:20]=[C:21](Br)[N:22]=3)[N:17]([CH2:25][O:26][CH2:27][CH2:28][Si:29]([CH3:32])([CH3:31])[CH3:30])[CH:16]=2)=[O:14])[CH3:11])[CH2:6]1)#[N:4].CN[C@@H]1CCCC[C@H]1NC.